Dataset: Forward reaction prediction with 1.9M reactions from USPTO patents (1976-2016). Task: Predict the product of the given reaction. Given the reactants [NH2:1][C:2]1[C:3](=[O:15])[N:4]([C:9]2[CH:14]=[CH:13][CH:12]=[CH:11][CH:10]=2)[N:5]([CH3:8])[C:6]=1[CH3:7].[C:16]1([CH3:23])[C:21]([OH:22])=[CH:20][CH:19]=[CH:18][CH:17]=1.N, predict the reaction product. The product is: [CH3:8][N:5]1[C:6]([CH3:7])=[C:2](/[N:1]=[C:18]2\[CH:17]=[C:16]([CH3:23])[C:21](=[O:22])[CH:20]=[CH:19]\2)[C:3](=[O:15])[N:4]1[C:9]1[CH:10]=[CH:11][CH:12]=[CH:13][CH:14]=1.